Dataset: Full USPTO retrosynthesis dataset with 1.9M reactions from patents (1976-2016). Task: Predict the reactants needed to synthesize the given product. (1) Given the product [CH3:27][C:22]1[CH:21]=[C:20]2[C:25](=[CH:24][CH:23]=1)[N:26]=[C:6]1[C:7]3[CH:8]=[CH:9][CH:10]=[C:11]4[C:16]=3[C:15]([C:5]1=[N:19]2)=[CH:14][CH:13]=[CH:12]4, predict the reactants needed to synthesize it. The reactants are: C(O)(=O)C.[C:5]1(=O)[C:15]2=[C:16]3[C:11](=[CH:12][CH:13]=[CH:14]2)[CH:10]=[CH:9][CH:8]=[C:7]3[C:6]1=O.[NH2:19][C:20]1[CH:21]=[C:22]([CH3:27])[CH:23]=[CH:24][C:25]=1[NH2:26]. (2) Given the product [CH2:1]([O:3][C:4](=[O:23])[C:5]1[CH:10]=[CH:9][C:8]([N:11]2[C:19]3[C:14](=[CH:15][C:16]([C:29]4[CH:30]=[CH:31][C:26]([O:25][CH3:24])=[CH:27][CH:28]=4)=[CH:17][CH:18]=3)[C:13]([C:21]#[N:22])=[CH:12]2)=[CH:7][CH:6]=1)[CH3:2], predict the reactants needed to synthesize it. The reactants are: [CH2:1]([O:3][C:4](=[O:23])[C:5]1[CH:10]=[CH:9][C:8]([N:11]2[C:19]3[C:14](=[CH:15][C:16](Br)=[CH:17][CH:18]=3)[C:13]([C:21]#[N:22])=[CH:12]2)=[CH:7][CH:6]=1)[CH3:2].[CH3:24][O:25][C:26]1[CH:31]=[CH:30][C:29](B(O)O)=[CH:28][CH:27]=1.C(=O)([O-])[O-].[K+].[K+].COCCOC. (3) Given the product [CH2:1]([O:5][C:6]1[CH:37]=[CH:36][CH:35]=[CH:34][C:7]=1[CH2:8][N:9]1[CH2:10][CH2:11][C:12]2([CH2:13][CH2:14][N:15]([C:18]([C:20]3[CH:21]=[C:22]([CH2:26][C:27]([OH:29])=[O:28])[CH:23]=[CH:24][CH:25]=3)=[O:19])[CH2:16][CH2:17]2)[CH2:32][CH2:33]1)[CH:2]([CH3:4])[CH3:3], predict the reactants needed to synthesize it. The reactants are: [CH2:1]([O:5][C:6]1[CH:37]=[CH:36][CH:35]=[CH:34][C:7]=1[CH2:8][N:9]1[CH2:33][CH2:32][C:12]2([CH2:17][CH2:16][N:15]([C:18]([C:20]3[CH:21]=[C:22]([CH2:26][C:27]([O:29]CC)=[O:28])[CH:23]=[CH:24][CH:25]=3)=[O:19])[CH2:14][CH2:13]2)[CH2:11][CH2:10]1)[CH:2]([CH3:4])[CH3:3].[OH-].[Li+]. (4) The reactants are: [CH3:1][O:2][C:3]1[CH:8]=[C:7]([C:9]2[S:10][CH:11]=[CH:12][CH:13]=2)N=[CH:5][C:4]=1[NH2:14].Cl[C:16]1[N:21]=[CH:20][C:19]2[N:22]=[CH:23][N:24]([CH3:25])[C:18]=2[CH:17]=1.[CH:26]1(P(C2CCCCC2)C2C=CC=CC=2C2C(C(C)C)=CC(C(C)C)=CC=2C(C)C)CCCCC1.CC(C)([O-])C.[Na+]. Given the product [CH3:1][O:2][C:3]1[CH:8]=[C:7]([C:9]2[S:10][CH:11]=[CH:12][CH:13]=2)[CH:26]=[CH:5][C:4]=1[NH:14][C:16]1[N:21]=[CH:20][C:19]2[N:22]=[CH:23][N:24]([CH3:25])[C:18]=2[CH:17]=1, predict the reactants needed to synthesize it. (5) Given the product [C:25]([CH2:24][C:13]1([N:11]2[CH:12]=[C:8]([C:6]3[N:5]4[CH:27]=[CH:28][N:29]=[C:4]4[CH:3]=[C:2]([C:35]4[CH:36]=[CH:37][C:32]([C:31]([F:42])([F:41])[F:30])=[CH:33][CH:34]=4)[N:7]=3)[CH:9]=[N:10]2)[CH2:16][N:15]([C:17]([O:19][C:20]([CH3:23])([CH3:22])[CH3:21])=[O:18])[CH2:14]1)#[N:26], predict the reactants needed to synthesize it. The reactants are: Cl[C:2]1[N:7]=[C:6]([C:8]2[CH:9]=[N:10][N:11]([C:13]3([CH2:24][C:25]#[N:26])[CH2:16][N:15]([C:17]([O:19][C:20]([CH3:23])([CH3:22])[CH3:21])=[O:18])[CH2:14]3)[CH:12]=2)[N:5]2[CH:27]=[CH:28][N:29]=[C:4]2[CH:3]=1.[F:30][C:31]([F:42])([F:41])[C:32]1[CH:37]=[CH:36][C:35](B(O)O)=[CH:34][CH:33]=1.CC(C1C=C(C(C)C)C(C2C=CC=CC=2P(C2CCCCC2)C2CCCCC2)=C(C(C)C)C=1)C.P([O-])([O-])([O-])=O.[K+].[K+].[K+]. (6) Given the product [CH2:1]([CH:8]1[O:12][C:11](=[O:13])[C:10]([CH:15]([C:16]2[CH:21]=[CH:20][CH:19]=[CH:18][CH:17]=2)[C:25]2[N:24]([CH3:23])[C:32]3[C:27]([C:26]=2[CH2:33][CH2:34][NH:35][C:36](=[O:38])[CH3:37])=[CH:28][CH:29]=[CH:30][CH:31]=3)=[C:9]1[OH:14])[C:2]1[CH:3]=[CH:4][CH:5]=[CH:6][CH:7]=1, predict the reactants needed to synthesize it. The reactants are: [CH2:1]([CH:8]1[O:12][C:11](=[O:13])[CH:10]=[C:9]1[OH:14])[C:2]1[CH:7]=[CH:6][CH:5]=[CH:4][CH:3]=1.[CH:15](=O)[C:16]1[CH:21]=[CH:20][CH:19]=[CH:18][CH:17]=1.[CH3:23][N:24]1[C:32]2[C:27](=[CH:28][CH:29]=[CH:30][CH:31]=2)[C:26]([CH2:33][CH2:34][NH:35][C:36](=[O:38])[CH3:37])=[CH:25]1.